This data is from Catalyst prediction with 721,799 reactions and 888 catalyst types from USPTO. The task is: Predict which catalyst facilitates the given reaction. (1) Reactant: CO[C:3](=O)[C:4]1C=CC=C(Br)C=1.[C:12](OC1C=CC(Br)=CC=1C)(=O)[CH3:13].C([C:26]1[C:27]([C:33]([OH:35])=O)=[N:28][CH:29]=[C:30]([Br:32])[CH:31]=1)C.C([Mg]Br)C. Product: [Br:32][C:30]1[CH:31]=[CH:26][C:27]([C:33]([OH:35])([CH2:12][CH3:13])[CH2:3][CH3:4])=[N:28][CH:29]=1. The catalyst class is: 2. (2) Reactant: Cl.Cl.[NH2:3][C@H:4]1[CH2:8][CH2:7][N:6]([C:9]2[CH:14]=[CH:13][C:12]([S:15]([N:18]([CH3:20])[CH3:19])(=[O:17])=[O:16])=[CH:11][CH:10]=2)[CH2:5]1.C(=O)(O)[O-].[Na+]. Product: [NH2:3][C@H:4]1[CH2:8][CH2:7][N:6]([C:9]2[CH:10]=[CH:11][C:12]([S:15]([N:18]([CH3:20])[CH3:19])(=[O:16])=[O:17])=[CH:13][CH:14]=2)[CH2:5]1. The catalyst class is: 22. (3) Reactant: [CH:1]1[C:6]([CH2:7][C@H:8]([NH2:12])[C:9]([OH:11])=[O:10])=[CH:5][CH:4]=[C:3]([N+:13]([O-:15])=[O:14])[CH:2]=1.[OH-].[Na+].[CH3:18][O:19][C:20](Cl)=[O:21]. Product: [CH3:18][O:19][C:20]([NH:12][C@H:8]([C:9]([OH:11])=[O:10])[CH2:7][C:6]1[CH:5]=[CH:4][C:3]([N+:13]([O-:15])=[O:14])=[CH:2][CH:1]=1)=[O:21]. The catalyst class is: 6. (4) Reactant: I[C:2]1[CH:28]=[CH:27][C:5]2[N:6]([CH2:9][C:10]3[CH:26]=[CH:25][C:13]4[N:14]=[C:15]([NH:17][C@@H:18]5[CH2:23][CH2:22][CH2:21][CH2:20][C@H:19]5[OH:24])[S:16][C:12]=4[CH:11]=3)[CH:7]=[N:8][C:4]=2[CH:3]=1.[O:29]1[CH2:34][CH:33]=[C:32](B2OC(C)(C)C(C)(C)O2)[CH2:31][CH2:30]1.C([O-])([O-])=O.[Na+].[Na+].O1CCOCC1. Product: [O:29]1[CH2:30][CH:31]=[C:32]([C:2]2[CH:28]=[CH:27][C:5]3[N:6]([CH2:9][C:10]4[CH:26]=[CH:25][C:13]5[N:14]=[C:15]([NH:17][C@@H:18]6[CH2:23][CH2:22][CH2:21][CH2:20][C@H:19]6[OH:24])[S:16][C:12]=5[CH:11]=4)[CH:7]=[N:8][C:4]=3[CH:3]=2)[CH2:33][CH2:34]1. The catalyst class is: 263. (5) Reactant: CC(C[AlH]CC(C)C)C.C[O:11][C:12](=O)[C:13]1[CH:18]=[CH:17][CH:16]=[C:15]([O:19][CH:20]([C:24]2[CH:25]=[N:26][C:27]([C:33]3[C:38]([CH2:39][CH3:40])=[CH:37][CH:36]=[CH:35][C:34]=3[CH2:41][CH3:42])=[CH:28][C:29]=2[O:30][CH2:31][CH3:32])[CH2:21][CH2:22][CH3:23])[CH:14]=1. Product: [CH2:41]([C:34]1[CH:35]=[CH:36][CH:37]=[C:38]([CH2:39][CH3:40])[C:33]=1[C:27]1[N:26]=[CH:25][C:24]([CH:20]([O:19][C:15]2[CH:14]=[C:13]([CH2:12][OH:11])[CH:18]=[CH:17][CH:16]=2)[CH2:21][CH2:22][CH3:23])=[C:29]([O:30][CH2:31][CH3:32])[CH:28]=1)[CH3:42]. The catalyst class is: 116.